From a dataset of Full USPTO retrosynthesis dataset with 1.9M reactions from patents (1976-2016). Predict the reactants needed to synthesize the given product. (1) Given the product [NH2:38][C:34]1[CH:33]=[C:32]([CH:37]=[CH:36][CH:35]=1)[CH2:31][O:30][C:3]1[C:2]([Br:1])=[CH:7][C:6]([CH:8]2[C:17]3[C:16](=[O:18])[CH2:15][CH:14]([CH2:19][CH2:20][CH3:21])[CH2:13][C:12]=3[NH:11][C:10]([CH3:22])=[C:9]2[C:23]#[N:24])=[CH:5][C:4]=1[NH:25][S:26]([CH3:29])(=[O:28])=[O:27], predict the reactants needed to synthesize it. The reactants are: [Br:1][C:2]1[C:3]([O:30][CH2:31][C:32]2[CH:37]=[CH:36][CH:35]=[C:34]([N+:38]([O-])=O)[CH:33]=2)=[C:4]([NH:25][S:26]([CH3:29])(=[O:28])=[O:27])[CH:5]=[C:6]([CH:8]2[C:17]3[C:16](=[O:18])[CH2:15][CH:14]([CH2:19][CH2:20][CH3:21])[CH2:13][C:12]=3[NH:11][C:10]([CH3:22])=[C:9]2[C:23]#[N:24])[CH:7]=1.[S-2].[Na+].[Na+]. (2) Given the product [CH2:1]([NH:5][C:6]1[N:11]=[C:10]([NH:12][CH2:13][CH2:14][CH2:15][CH3:16])[N:9]=[C:8]([NH:30][CH2:29][CH2:27][OH:28])[N:7]=1)[CH2:2][CH2:3][CH3:4], predict the reactants needed to synthesize it. The reactants are: [CH2:1]([NH:5][C:6]1[N:11]=[C:10]([NH:12][CH2:13][CH2:14][CH2:15][CH3:16])[N:9]=[C:8](Cl)[N:7]=1)[CH2:2][CH2:3][CH3:4].C(N(C(C)C)CC)(C)C.[CH2:27]([CH2:29][NH2:30])[OH:28]. (3) The reactants are: [C:1]([O:5][C:6]([N:8]1[CH2:13][CH2:12][CH:11]([N:14]2[CH2:18][CH2:17][CH2:16][C@H:15]2[CH2:19][OH:20])[CH2:10][CH2:9]1)=[O:7])([CH3:4])([CH3:3])[CH3:2].[H-].[Na+].[C:23](Cl)(=[O:30])[C:24]1[CH:29]=[CH:28][CH:27]=[CH:26][CH:25]=1. Given the product [C:1]([O:5][C:6]([N:8]1[CH2:13][CH2:12][CH:11]([N:14]2[CH2:18][CH2:17][CH2:16][C@H:15]2[CH2:19][O:20][C:23](=[O:30])[C:24]2[CH:29]=[CH:28][CH:27]=[CH:26][CH:25]=2)[CH2:10][CH2:9]1)=[O:7])([CH3:4])([CH3:3])[CH3:2], predict the reactants needed to synthesize it. (4) Given the product [CH3:1][O:2][C:3](=[O:18])[C@@H:4]([N:13]1[CH:17]=[CH:16][C:15]([Br:19])=[CH:14]1)[CH2:5][C:6]1[CH:11]=[CH:10][C:9]([OH:12])=[CH:8][CH:7]=1, predict the reactants needed to synthesize it. The reactants are: [CH3:1][O:2][C:3](=[O:18])[C@@H:4]([N:13]1[CH:17]=[CH:16][CH:15]=[CH:14]1)[CH2:5][C:6]1[CH:11]=[CH:10][C:9]([OH:12])=[CH:8][CH:7]=1.[Br:19]N1C(=O)CCC1=O. (5) Given the product [CH3:31][C@@H:30]1[C@H:20]([C:19]2[CH:24]=[CH:37][CH:33]=[CH:34][CH:18]=2)[O:21][C:28](=[O:27])[N:29]1[C:5](=[O:7])[CH2:4][CH2:3][C@H:2]([CH3:1])[CH2:8][CH2:9][CH3:10], predict the reactants needed to synthesize it. The reactants are: [CH3:1][C@H:2]([CH2:8][CH2:9][CH3:10])[CH2:3][CH2:4][C:5]([OH:7])=O.C(N(CC)CC)C.[CH3:18][C:19]([CH3:24])(C)[C:20](Cl)=[O:21].[Li+].[Cl-].[O:27]1[CH2:31][CH2:30][NH:29][C:28]1=O.[CH2:33]1[CH2:37]OC[CH2:34]1.